From a dataset of Full USPTO retrosynthesis dataset with 1.9M reactions from patents (1976-2016). Predict the reactants needed to synthesize the given product. (1) Given the product [Cl:30][C:31]1[CH:36]=[C:35]([N+:37]([O-:39])=[O:38])[CH:34]=[C:33]([Cl:40])[C:32]=1[N:41]=[N:42][C:43]1[CH:44]=[CH:45][C:46]([N:47]([CH2:56][CH3:57])[CH2:48][C:49](=[C:50]=[O:51])[O:16][CH2:2][C:3]#[N:4])=[CH:58][CH:59]=1, predict the reactants needed to synthesize it. The reactants are: Cl[C:2]1C=C([N+]([O-])=O)C=C(Cl)[C:3]=1[NH2:4].C(O)(=[O:16])CC.N(OS(=O)(=O)O)=O.S(=O)(=O)(O)N.[Cl:30][C:31]1[CH:36]=[C:35]([N+:37]([O-:39])=[O:38])[CH:34]=[C:33]([Cl:40])[C:32]=1[N:41]=[N:42][C:43]1[CH:59]=[CH:58][C:46]([N:47]([CH2:56][CH3:57])[CH2:48][CH2:49][C:50](OCC#N)=[O:51])=[CH:45][CH:44]=1. (2) Given the product [Cl:26][C:27]1[CH:32]=[CH:31][CH:30]=[CH:29][C:28]=1[NH:33][C:34](=[O:35])[O:18][C:15]1[CH:16]=[C:17]2[C:12]([CH2:11][CH2:10][CH2:9][N:8]2[CH2:1][C:2]2[CH:3]=[CH:4][CH:5]=[CH:6][CH:7]=2)=[CH:13][CH:14]=1, predict the reactants needed to synthesize it. The reactants are: [CH2:1]([N:8]1[C:17]2[C:12](=[CH:13][CH:14]=[C:15]([OH:18])[CH:16]=2)[CH2:11][CH2:10][CH2:9]1)[C:2]1[CH:7]=[CH:6][CH:5]=[CH:4][CH:3]=1.C(N(CC)CC)C.[Cl:26][C:27]1[CH:32]=[CH:31][CH:30]=[CH:29][C:28]=1[N:33]=[C:34]=[O:35]. (3) The reactants are: Br[C:2]1[N:7]=[C:6]([C:8]2[CH:9]=[C:10]([OH:14])[CH:11]=[CH:12][CH:13]=2)[N:5]=[C:4]2[N:15]([C:18]3[CH:23]=[CH:22][CH:21]=[CH:20][CH:19]=3)[N:16]=[CH:17][C:3]=12.Cl.[NH:25]1[CH2:30][CH2:29][S:28][CH2:27][CH2:26]1. Given the product [C:18]1([N:15]2[C:4]3=[N:5][C:6]([C:8]4[CH:9]=[C:10]([OH:14])[CH:11]=[CH:12][CH:13]=4)=[N:7][C:2]([N:25]4[CH2:30][CH2:29][S:28][CH2:27][CH2:26]4)=[C:3]3[CH:17]=[N:16]2)[CH:23]=[CH:22][CH:21]=[CH:20][CH:19]=1, predict the reactants needed to synthesize it. (4) Given the product [C:17]([N:11]1[CH2:12][CH2:13][N:8]([C:6]([O:5][C:1]([CH3:4])([CH3:2])[CH3:3])=[O:7])[CH2:9][CH2:10]1)(=[O:18])[CH2:16][C:15]([CH3:14])=[O:19], predict the reactants needed to synthesize it. The reactants are: [C:1]([O:5][C:6]([N:8]1[CH2:13][CH2:12][NH:11][CH2:10][CH2:9]1)=[O:7])([CH3:4])([CH3:3])[CH3:2].[CH2:14]=[C:15]1[O:19][C:17](=[O:18])[CH2:16]1. (5) Given the product [I:1][C:2]1[CH:7]=[CH:6][C:5]([CH:8]=[O:9])=[C:4]([O:10][CH2:11][CH2:12][CH3:13])[CH:3]=1, predict the reactants needed to synthesize it. The reactants are: [I:1][C:2]1[CH:7]=[CH:6][C:5]([CH2:8][OH:9])=[C:4]([O:10][CH2:11][CH2:12][CH3:13])[CH:3]=1.C(Cl)(=O)C(Cl)=O. (6) Given the product [CH3:12][S:13]([C:16]1[CH:30]=[CH:29][C:19]2[N:20]([CH:23]3[CH2:24][CH2:25][N:26]([CH2:2][CH2:3][C:4]([C:6]4[CH:11]=[CH:10][CH:9]=[CH:8][CH:7]=4)=[O:5])[CH2:27][CH2:28]3)[CH:21]=[N:22][C:18]=2[CH:17]=1)(=[O:15])=[O:14], predict the reactants needed to synthesize it. The reactants are: Cl[CH2:2][CH2:3][C:4]([C:6]1[CH:11]=[CH:10][CH:9]=[CH:8][CH:7]=1)=[O:5].[CH3:12][S:13]([C:16]1[CH:30]=[CH:29][C:19]2[N:20]([CH:23]3[CH2:28][CH2:27][NH:26][CH2:25][CH2:24]3)[CH:21]=[N:22][C:18]=2[CH:17]=1)(=[O:15])=[O:14].C(=O)([O-])[O-].[K+].[K+]. (7) Given the product [NH2:13][C:14]1[C:23]2[C:18](=[CH:19][CH:20]=[CH:21][CH:22]=2)[C:17]([O:24][C:25]2[CH:30]=[CH:29][N:28]=[C:27]([NH:31][C:32]3[CH:33]=[C:34]([CH:46]=[C:47]([O:49][CH3:50])[CH:48]=3)[C:35]([NH:37][CH2:38][CH2:39][N:40]3[CH2:45][CH2:44][O:43][CH2:42][CH2:41]3)=[O:36])[CH:26]=2)=[CH:16][CH:15]=1, predict the reactants needed to synthesize it. The reactants are: C(C1C=C(NS(C)(=O)=O)C(OC)=C(NC(=O)[NH:13][C:14]2[C:23]3[C:18](=[CH:19][CH:20]=[CH:21][CH:22]=3)[C:17]([O:24][C:25]3[CH:30]=[CH:29][N:28]=[C:27]([NH:31][C:32]4[CH:33]=[C:34]([CH:46]=[C:47]([O:49][CH3:50])[CH:48]=4)[C:35]([NH:37][CH2:38][CH2:39][N:40]4[CH2:45][CH2:44][O:43][CH2:42][CH2:41]4)=[O:36])[CH:26]=3)=[CH:16][CH:15]=2)C=1)(C)(C)C.Cl.C([O-])([O-])=O.[Na+].[Na+]. (8) Given the product [CH2:9]([O:16][NH:17][C:26](=[O:27])[CH2:25][CH2:24][CH2:23][CH2:22][CH2:21][CH2:20][CH2:19][Br:18])[C:10]1[CH:15]=[CH:14][CH:13]=[CH:12][CH:11]=1, predict the reactants needed to synthesize it. The reactants are: C(N(CC)CC)C.Cl.[CH2:9]([O:16][NH2:17])[C:10]1[CH:15]=[CH:14][CH:13]=[CH:12][CH:11]=1.[Br:18][CH2:19][CH2:20][CH2:21][CH2:22][CH2:23][CH2:24][CH2:25][C:26](O)=[O:27].O=C1N(P(Cl)(N2CCOC2=O)=O)CCO1. (9) Given the product [F:36][C:35]([F:38])([F:37])[C:33]([OH:39])=[O:34].[NH:8]1[CH2:9][CH:10]([NH:12][C:13]2[CH:14]=[C:15]3[C:24](=[CH:25][C:26]=2[C:27]([F:30])([F:28])[F:29])[O:23][CH2:22][C:21]2[N:16]3[C@@H:17]([CH3:32])[C:18](=[O:31])[NH:19][N:20]=2)[CH2:11]1, predict the reactants needed to synthesize it. The reactants are: C(OC([N:8]1[CH2:11][CH:10]([NH:12][C:13]2[CH:14]=[C:15]3[C:24](=[CH:25][C:26]=2[C:27]([F:30])([F:29])[F:28])[O:23][CH2:22][C:21]2[N:16]3[C@@H:17]([CH3:32])[C:18](=[O:31])[NH:19][N:20]=2)[CH2:9]1)=O)(C)(C)C.[C:33]([OH:39])([C:35]([F:38])([F:37])[F:36])=[O:34].